Dataset: Full USPTO retrosynthesis dataset with 1.9M reactions from patents (1976-2016). Task: Predict the reactants needed to synthesize the given product. (1) Given the product [Cl:1][C:2]1[CH:7]=[C:6]([C:8]([OH:10])=[O:9])[C:5]([O:11][CH3:12])=[CH:4][C:3]=1[C:13]1[CH:18]=[CH:17][CH:16]=[CH:15][C:14]=1[F:22], predict the reactants needed to synthesize it. The reactants are: [Cl:1][C:2]1[CH:7]=[C:6]([C:8]([OH:10])=[O:9])[C:5]([O:11][CH3:12])=[CH:4][C:3]=1[C:13]1[CH:18]=[CH:17][CH:16]=[CH:15][C:14]=1OCC.[F:22]C1C=CC=CC=1B(O)O.C(=O)([O-])[O-].[K+].[K+].Cl. (2) Given the product [Cl:8][C:9]1[CH:10]=[C:11]([CH:14]=[CH:15][C:16]=1[NH:17][C:18]1[C:23]([CH3:24])=[C:22]([NH:25][CH:26]2[CH2:27][CH2:28]2)[N:21]2[N:29]=[CH:30][C:31]([CH:32]=[C:7]3[C:5](=[O:6])[NH:4][C:2](=[O:3])[NH:1]3)=[C:20]2[N:19]=1)[C:12]#[N:13], predict the reactants needed to synthesize it. The reactants are: [NH:1]1[CH2:7][C:5](=[O:6])[NH:4][C:2]1=[O:3].[Cl:8][C:9]1[CH:10]=[C:11]([CH:14]=[CH:15][C:16]=1[NH:17][C:18]1[C:23]([CH3:24])=[C:22]([NH:25][CH:26]2[CH2:28][CH2:27]2)[N:21]2[N:29]=[CH:30][C:31]([CH:32]=O)=[C:20]2[N:19]=1)[C:12]#[N:13].N1CCCCC1. (3) Given the product [CH2:8]([N:20]1[CH2:29][CH2:28][C:23]2([O:24][CH2:25][CH2:26][O:27]2)[CH:22]([CH2:30][CH:31]([CH3:41])[C:32]([NH:34][C:35]2[CH:36]=[CH:37][CH:38]=[CH:39][CH:40]=2)=[O:33])[CH2:21]1)[CH2:7][C:1]1[CH:2]=[CH:3][CH:4]=[CH:5][CH:6]=1, predict the reactants needed to synthesize it. The reactants are: [C:1]1([CH2:7][CH:8]=O)[CH:6]=[CH:5][CH:4]=[CH:3][CH:2]=1.C(OC([N:20]1[CH2:29][CH2:28][C:23]2([O:27][CH2:26][CH2:25][O:24]2)[CH:22]([CH2:30][CH:31]([CH3:41])[C:32]([NH:34][C:35]2[CH:40]=[CH:39][CH:38]=[CH:37][CH:36]=2)=[O:33])[CH2:21]1)=O)C1C=CC=CC=1. (4) Given the product [C:57]([C:54]1[O:55][C:56]2[C:52](=[C:51]([C:61]#[N:62])[C:50]([CH3:63])=[C:49]([C:64]3[CH:69]=[CH:68][CH:67]=[C:66]([N+:70]([O-:72])=[O:71])[CH:65]=3)[C:48]=2[N:77]2[CH2:78][CH2:79][C@H:75]([N:74]([CH3:80])[CH3:73])[CH2:76]2)[N:53]=1)([CH3:60])([CH3:59])[CH3:58], predict the reactants needed to synthesize it. The reactants are: C1C=CC(P(C2C=CC3C(=CC=CC=3)C=2C2C3C(=CC=CC=3)C=CC=2P(C2C=CC=CC=2)C2C=CC=CC=2)C2C=CC=CC=2)=CC=1.Br[C:48]1[C:49]([C:64]2[CH:69]=[CH:68][CH:67]=[C:66]([N+:70]([O-:72])=[O:71])[CH:65]=2)=[C:50]([CH3:63])[C:51]([C:61]#[N:62])=[C:52]2[C:56]=1[O:55][C:54]([C:57]([CH3:60])([CH3:59])[CH3:58])=[N:53]2.[CH3:73][N:74]([CH3:80])[C@H:75]1[CH2:79][CH2:78][NH:77][CH2:76]1.CC(C)([O-])C.[Na+].O.C(=O)(O)[O-].[Na+].